Dataset: Full USPTO retrosynthesis dataset with 1.9M reactions from patents (1976-2016). Task: Predict the reactants needed to synthesize the given product. (1) Given the product [CH:9]1([O:12][C:3]2[CH:1]=[CH:8][CH:7]=[CH:6][C:4]=2[OH:5])[CH2:21][CH2:22][CH2:17][CH2:18][CH2:19]1, predict the reactants needed to synthesize it. The reactants are: [C:1]1([CH:8]=[CH:7][CH:6]=[C:4]([OH:5])[CH:3]=1)O.[C:9](=[O:12])([O-])[O-].[K+].[K+].O.Br[CH:17]1[CH2:22][CH2:21]C[CH2:19][CH2:18]1. (2) The reactants are: [Cl:1][C:2]1[CH:11]=[CH:10][C:9]([NH2:12])=[C:8]2[C:3]=1[CH:4]=[CH:5][CH:6]=[N:7]2.[CH3:13][C:14]1[C:19](C)=[CH:18][CH:17]=[CH:16][C:15]=1[NH:21][S:22](=[O:25])(=O)[O-:23].[Na+].P(Cl)(Cl)(Cl)(Cl)[Cl:28]. Given the product [Cl:28][C:19]1[C:14]([CH3:13])=[C:15]([NH:21][S:22]([NH:12][C:9]2[CH:10]=[CH:11][C:2]([Cl:1])=[C:3]3[C:8]=2[N:7]=[CH:6][CH:5]=[CH:4]3)(=[O:25])=[O:23])[CH:16]=[CH:17][CH:18]=1, predict the reactants needed to synthesize it. (3) Given the product [O:12]([CH2:30][CH2:31][C:32]1([C:41](=[O:43])[CH3:42])[CH2:37][CH2:36][CH2:35][CH2:34][CH2:33]1)[Si:13]([C:26]([CH3:28])([CH3:27])[CH3:29])([C:14]1[CH:15]=[CH:16][CH:17]=[CH:18][CH:19]=1)[C:20]1[CH:21]=[CH:22][CH:23]=[CH:24][CH:25]=1, predict the reactants needed to synthesize it. The reactants are: CC1(C)N([O])C(C)(C)CCC1.[O:12]([CH2:30][CH2:31][C:32]1(CCO)[CH2:37][CH2:36][CH2:35][CH2:34][CH2:33]1)[Si:13]([C:26]([CH3:29])([CH3:28])[CH3:27])([C:20]1[CH:25]=[CH:24][CH:23]=[CH:22][CH:21]=1)[C:14]1[CH:19]=[CH:18][CH:17]=[CH:16][CH:15]=1.[C:41](O)(=[O:43])[CH3:42].C(O)(=O)C.IC1C=CC=CC=1. (4) Given the product [CH2:1]([O:3][C:4](=[O:15])[C:5]1[CH:10]=[CH:9][C:8]([C:11](=[O:14])[CH2:12][N:21]2[C:20](=[O:22])[C:19]([C:29]3[CH:30]=[CH:31][CH:32]=[CH:33][CH:34]=3)([C:23]3[CH:28]=[CH:27][CH:26]=[CH:25][CH:24]=3)[N:18]=[C:17]2[CH3:16])=[CH:7][CH:6]=1)[CH3:2], predict the reactants needed to synthesize it. The reactants are: [CH2:1]([O:3][C:4](=[O:15])[C:5]1[CH:10]=[CH:9][C:8]([C:11](=[O:14])[CH2:12]Br)=[CH:7][CH:6]=1)[CH3:2].[CH3:16][C:17]1[NH:21][C:20](=[O:22])[C:19]([C:29]2[CH:34]=[CH:33][CH:32]=[CH:31][CH:30]=2)([C:23]2[CH:28]=[CH:27][CH:26]=[CH:25][CH:24]=2)[N:18]=1.C(=O)([O-])[O-].[K+].[K+].C1CCCCC1.C(OCC)(=O)C.